Dataset: Reaction yield outcomes from USPTO patents with 853,638 reactions. Task: Predict the reaction yield, written as a fraction of the theoretical maximum amount of product (1.0 means a 100% yield; for example, 0.34 means a 34% yield). The catalyst is C(N(CC)CC)C. The reactants are [Br:1][C:2]1[CH:3]=[CH:4][C:5]([OH:17])=[C:6]([C:8](=[O:16])[CH2:9][C:10]2[CH:15]=[CH:14][CH:13]=[CH:12][CH:11]=2)[CH:7]=1.[C:18](OC(=O)CC)(=O)[CH2:19][CH3:20].Cl. The product is [Br:1][C:2]1[CH:7]=[C:6]2[C:5](=[CH:4][CH:3]=1)[O:17][C:18]([CH2:19][CH3:20])=[C:9]([C:10]1[CH:15]=[CH:14][CH:13]=[CH:12][CH:11]=1)[C:8]2=[O:16]. The yield is 0.310.